The task is: Predict the product of the given reaction.. This data is from Forward reaction prediction with 1.9M reactions from USPTO patents (1976-2016). Given the reactants [CH3:1][O:2][C:3]1[CH:8]=[CH:7][CH:6]=[C:5]([CH3:9])[CH:4]=1.[Cl-].[Al+3].[Cl-].[Cl-].[C:14](Cl)(=[O:17])[CH2:15][CH3:16], predict the reaction product. The product is: [CH3:1][O:2][C:3]1[CH:8]=[CH:7][C:6]([C:14](=[O:17])[CH2:15][CH3:16])=[C:5]([CH3:9])[CH:4]=1.